Predict the product of the given reaction. From a dataset of Forward reaction prediction with 1.9M reactions from USPTO patents (1976-2016). (1) The product is: [F:7][C:8]1[CH:16]=[CH:12][C:11]([N+:17]([O-:19])=[O:18])=[C:1]([C:2]([Cl:4])=[O:3])[CH:9]=1. Given the reactants [C:1](Cl)(=O)[C:2]([Cl:4])=[O:3].[F:7][C:8]1[CH:9]=C[C:11]([N+:17]([O-:19])=[O:18])=[C:12]([CH:16]=1)C(O)=O, predict the reaction product. (2) Given the reactants C(OC(=O)[NH:7][CH:8]([C:20]([N:22]1[CH2:27][CH2:26][CH:25]([CH3:28])[CH2:24][CH2:23]1)=[O:21])[CH2:9][CH2:10][C:11]1[CH:16]=[CH:15][CH:14]=[C:13]([C:17](=[O:19])[NH2:18])[CH:12]=1)(C)(C)C.C(OC([N:37]1[C:45]2[CH:44]=[CH:43][CH:42]=[C:41]([S:46]([OH:48])=[O:47])[C:40]=2[CH:39]=[CH:38]1)=O)(C)(C)C.[Li], predict the reaction product. The product is: [NH:37]1[C:45]2[C:40](=[C:41]([S:46]([NH:7][CH:8]([C:20]([N:22]3[CH2:23][CH2:24][CH:25]([CH3:28])[CH2:26][CH2:27]3)=[O:21])[CH2:9][CH2:10][C:11]3[CH:12]=[C:13]([CH:14]=[CH:15][CH:16]=3)[C:17]([NH2:18])=[O:19])(=[O:48])=[O:47])[CH:42]=[CH:43][CH:44]=2)[CH:39]=[CH:38]1.